This data is from Catalyst prediction with 721,799 reactions and 888 catalyst types from USPTO. The task is: Predict which catalyst facilitates the given reaction. (1) Product: [F:11][C:12]1[CH:17]=[CH:16][C:15]([C:2]2[CH:10]=[C:9]3[C:5]([CH:6]=[CH:7][NH:8]3)=[CH:4][CH:3]=2)=[CH:14][CH:13]=1. Reactant: Br[C:2]1[CH:10]=[C:9]2[C:5]([CH:6]=[CH:7][NH:8]2)=[CH:4][CH:3]=1.[F:11][C:12]1[CH:17]=[CH:16][C:15](B(O)O)=[CH:14][CH:13]=1.C(=O)([O-])[O-].[Na+].[Na+]. The catalyst class is: 335. (2) Reactant: [Br:1][C:2]1[C:7]([CH3:8])=[CH:6][C:5]([OH:9])=[CH:4][C:3]=1[CH3:10].N1C=CN=C1.Cl[Si:17]([CH:24]([CH3:26])[CH3:25])([CH:21]([CH3:23])[CH3:22])[CH:18]([CH3:20])[CH3:19].C(=O)(O)[O-].[Na+]. Product: [CH:18]([Si:17]([O:9][C:5]1[CH:6]=[C:7]([CH3:8])[C:2]([Br:1])=[C:3]([CH3:10])[CH:4]=1)([CH:24]([CH3:26])[CH3:25])[CH:21]([CH3:23])[CH3:22])([CH3:20])[CH3:19]. The catalyst class is: 9. (3) Reactant: Br[C:2]1[CH:15]=[CH:14][C:13]2[N:12]([S:16]([C:19]3[CH:24]=[CH:23][C:22]([O:25][CH3:26])=[CH:21][CH:20]=3)(=[O:18])=[O:17])[CH:11]([CH2:27][CH3:28])[C:10]3[C:5](=[CH:6][CH:7]=[C:8]([F:29])[CH:9]=3)[C:4]=2[CH:3]=1.[S:30]1[CH:34]=[CH:33][C:32](B(O)O)=[CH:31]1.ClCCl.[OH-].[Na+]. Product: [CH2:27]([CH:11]1[C:10]2[C:5](=[CH:6][CH:7]=[C:8]([F:29])[CH:9]=2)[C:4]2[CH:3]=[C:2]([C:32]3[CH:33]=[CH:34][S:30][CH:31]=3)[CH:15]=[CH:14][C:13]=2[N:12]1[S:16]([C:19]1[CH:20]=[CH:21][C:22]([O:25][CH3:26])=[CH:23][CH:24]=1)(=[O:17])=[O:18])[CH3:28]. The catalyst class is: 140. (4) Reactant: [CH3:1][O-:2].[Na+].Cl[C:5]1[N:10]=[N:9][C:8]([N:11]2[C:15]([C:16]3[CH:21]=[CH:20][CH:19]=[CH:18][N:17]=3)=[CH:14][C:13]([C:22]([O:24][CH3:25])=[O:23])=[N:12]2)=[CH:7][CH:6]=1.Cl. Product: [CH3:1][O:2][C:5]1[N:10]=[N:9][C:8]([N:11]2[C:15]([C:16]3[CH:21]=[CH:20][CH:19]=[CH:18][N:17]=3)=[CH:14][C:13]([C:22]([O:24][CH3:25])=[O:23])=[N:12]2)=[CH:7][CH:6]=1. The catalyst class is: 5.